Dataset: Catalyst prediction with 721,799 reactions and 888 catalyst types from USPTO. Task: Predict which catalyst facilitates the given reaction. (1) Reactant: Cl.[Cl:2][C:3]1[CH:4]=[C:5]2[C:9](=[CH:10][CH:11]=1)[NH:8][CH:7]=[C:6]2[CH2:12][CH2:13][NH2:14].[O:15]=[C:16]1[CH:20]([C:21](O)=[O:22])[CH2:19][CH2:18][N:17]1[C:24]1[CH:25]=[C:26]([CH3:30])[CH:27]=[CH:28][CH:29]=1.[O:15]=[C:16]1[CH:20]([C:21](O)=[O:22])[CH2:19][CH2:18][N:17]1[C:24]1[CH:25]=[C:26]([CH3:30])[CH:27]=[CH:28][CH:29]=1.C1CN([P+](ON2N=NC3C=CC=CC2=3)(N2CCCC2)N2CCCC2)CC1.F[P-](F)(F)(F)(F)F.C(N(CC)C(C)C)(C)C. Product: [Cl:2][C:3]1[CH:4]=[C:5]2[C:9](=[CH:10][CH:11]=1)[NH:8][CH:7]=[C:6]2[CH2:12][CH2:13][NH:14][C:21]([CH:20]1[CH2:19][CH2:18][N:17]([C:24]2[CH:25]=[C:26]([CH3:30])[CH:27]=[CH:28][CH:29]=2)[C:16]1=[O:15])=[O:22]. The catalyst class is: 3. (2) Reactant: [C:1]([C:3]1[CH:8]=[CH:7][C:6]([N:9]2[C:13](=[O:14])[C:12]([CH3:16])([CH3:15])[N:11]([CH2:17][C:18]3[CH:23]=[CH:22][CH:21]=[CH:20][C:19]=3[NH:24]C(=O)OC(C)(C)C)[C:10]2=[O:32])=[CH:5][C:4]=1[C:33]([F:36])([F:35])[F:34])#[N:2].[ClH:37]. Product: [ClH:37].[NH2:24][C:19]1[CH:20]=[CH:21][CH:22]=[CH:23][C:18]=1[CH2:17][N:11]1[C:12]([CH3:15])([CH3:16])[C:13](=[O:14])[N:9]([C:6]2[CH:7]=[CH:8][C:3]([C:1]#[N:2])=[C:4]([C:33]([F:36])([F:35])[F:34])[CH:5]=2)[C:10]1=[O:32]. The catalyst class is: 698. (3) Reactant: [CH2:1]([O:8][C:9]1[C:10]([C:34]([O:36]C)=[O:35])=[N:11][C:12]([NH:19][CH2:20][CH2:21][CH2:22][CH2:23][CH2:24][CH2:25][NH:26][C:27]([O:29][C:30]([CH3:33])([CH3:32])[CH3:31])=[O:28])=[C:13]2[C:18]=1[N:17]=[CH:16][CH:15]=[CH:14]2)[C:2]1[CH:7]=[CH:6][CH:5]=[CH:4][CH:3]=1.[OH-].[Na+].Cl. Product: [CH2:1]([O:8][C:9]1[C:10]([C:34]([OH:36])=[O:35])=[N:11][C:12]([NH:19][CH2:20][CH2:21][CH2:22][CH2:23][CH2:24][CH2:25][NH:26][C:27]([O:29][C:30]([CH3:31])([CH3:32])[CH3:33])=[O:28])=[C:13]2[C:18]=1[N:17]=[CH:16][CH:15]=[CH:14]2)[C:2]1[CH:3]=[CH:4][CH:5]=[CH:6][CH:7]=1. The catalyst class is: 72. (4) Reactant: [NH:1]1[CH:5]=[C:4]([C:6]([OH:8])=O)[N:3]=[N:2]1.CCN(C(C)C)C(C)C.CN(C(ON1N=NC2C=CC=NC1=2)=[N+](C)C)C.F[P-](F)(F)(F)(F)F.[O:42]1[CH2:45][CH:44]([O:46][C:47](=[O:68])[C@@:48]([CH2:66][OH:67])([CH3:65])[CH2:49][C@H:50]([NH2:64])[CH2:51][C:52]2[CH:57]=[CH:56][C:55]([C:58]3[CH:63]=[CH:62][CH:61]=[CH:60][CH:59]=3)=[CH:54][CH:53]=2)[CH2:43]1. Product: [O:42]1[CH2:45][CH:44]([O:46][C:47](=[O:68])[C@@:48]([CH2:66][OH:67])([CH3:65])[CH2:49][C@H:50]([NH:64][C:6]([C:4]2[NH:3][N:2]=[N:1][CH:5]=2)=[O:8])[CH2:51][C:52]2[CH:57]=[CH:56][C:55]([C:58]3[CH:59]=[CH:60][CH:61]=[CH:62][CH:63]=3)=[CH:54][CH:53]=2)[CH2:43]1. The catalyst class is: 3.